From a dataset of Catalyst prediction with 721,799 reactions and 888 catalyst types from USPTO. Predict which catalyst facilitates the given reaction. (1) Reactant: CN(CCN(C)C)C.[Li]CCCC.[C:14]([O:18][C:19](=[O:28])[NH:20][C:21]1[CH:22]=[N:23][C:24]([Cl:27])=[CH:25][CH:26]=1)([CH3:17])([CH3:16])[CH3:15].[I:29]I. Product: [C:14]([O:18][C:19](=[O:28])[NH:20][C:21]1[CH:22]=[N:23][C:24]([Cl:27])=[CH:25][C:26]=1[I:29])([CH3:17])([CH3:15])[CH3:16]. The catalyst class is: 28. (2) Product: [O:20]1[CH2:21][CH2:22][CH2:23][O:18][CH:19]1[C:24]1[CH:29]=[CH:28][C:27]([C:30]2[S:31][C:32]3[C:33]([N:39]=2)=[N:34][C:35]([C:13]([C:7]2[CH:12]=[CH:11][CH:10]=[CH:9][CH:8]=2)=[CH2:14])=[CH:36][CH:37]=3)=[C:26]([F:40])[CH:25]=1. Reactant: C(=O)([O-])[O-].[K+].[K+].[C:7]1([C:13](B(O)O)=[CH2:14])[CH:12]=[CH:11][CH:10]=[CH:9][CH:8]=1.[O:18]1[CH2:23][CH2:22][CH2:21][O:20][CH:19]1[C:24]1[CH:29]=[CH:28][C:27]([C:30]2[S:31][C:32]3[C:33]([N:39]=2)=[N:34][C:35](Cl)=[CH:36][CH:37]=3)=[C:26]([F:40])[CH:25]=1.C(Cl)Cl. The catalyst class is: 38. (3) Reactant: [C:1]1(=[O:11])[C:10]2[C:5](=[CH:6][CH:7]=[CH:8][CH:9]=2)[CH2:4][CH2:3][CH2:2]1.[CH:12](=O)[C:13]1[CH:18]=[CH:17][CH:16]=[CH:15][CH:14]=1.[OH-].[K+]. Product: [CH:12](=[C:2]1[CH2:3][CH2:4][C:5]2[C:10](=[CH:9][CH:8]=[CH:7][CH:6]=2)[C:1]1=[O:11])[C:13]1[CH:18]=[CH:17][CH:16]=[CH:15][CH:14]=1. The catalyst class is: 83. (4) Reactant: [NH2:1][C:2]1[CH:7]=[CH:6][C:5]([C:8]([CH3:15])([CH3:14])[CH2:9][NH:10][C:11](=[O:13])[CH3:12])=[C:4]([Cl:16])[CH:3]=1.[CH3:17][O:18][C:19]1[CH:20]=[C:21]([CH:25]=[CH:26][C:27]=1[O:28][CH3:29])[C:22](Cl)=[O:23].C(N(CC)CC)C.CN(C=O)C. Product: [C:11]([NH:10][CH2:9][C:8]([C:5]1[CH:6]=[CH:7][C:2]([NH:1][C:22](=[O:23])[C:21]2[CH:25]=[CH:26][C:27]([O:28][CH3:29])=[C:19]([O:18][CH3:17])[CH:20]=2)=[CH:3][C:4]=1[Cl:16])([CH3:15])[CH3:14])(=[O:13])[CH3:12]. The catalyst class is: 2. (5) Reactant: [Br:1][C:2]1[S:3][C:4]([C:8]([NH2:10])=O)=[C:5]([Br:7])[N:6]=1.C1(C)C=CC=CC=1.C[N:19]([CH:21](OC)OC)C.C(O)(=O)C.[NH2:30]N.C([O-])(O)=O.[Na+]. Product: [Br:1][C:2]1[S:3][C:4]([C:8]2[NH:10][CH:21]=[N:19][N:30]=2)=[C:5]([Br:7])[N:6]=1. The catalyst class is: 521. (6) Reactant: [CH2:1]([O:8][C:9]1[CH:10]=[C:11]2[C:16](=[CH:17][CH:18]=1)[N:15]=[C:14]([CH2:19][CH:20]([CH3:22])[CH3:21])[C:13]([CH2:23][N:24]1C(=O)C3C(=CC=CC=3)C1=O)=[C:12]2[CH2:35][CH2:36][CH2:37][CH3:38])[C:2]1[CH:7]=[CH:6][CH:5]=[CH:4][CH:3]=1.O.NN.O.[C:51](O[C:51]([O:53][C:54]([CH3:57])([CH3:56])[CH3:55])=[O:52])([O:53][C:54]([CH3:57])([CH3:56])[CH3:55])=[O:52]. Product: [CH2:1]([O:8][C:9]1[CH:10]=[C:11]2[C:16](=[CH:17][CH:18]=1)[N:15]=[C:14]([CH2:19][CH:20]([CH3:21])[CH3:22])[C:13]([CH2:23][NH:24][C:51](=[O:52])[O:53][C:54]([CH3:55])([CH3:56])[CH3:57])=[C:12]2[CH2:35][CH2:36][CH2:37][CH3:38])[C:2]1[CH:3]=[CH:4][CH:5]=[CH:6][CH:7]=1. The catalyst class is: 8. (7) Reactant: [CH:1]1([C:4]2[CH:5]=[C:6]([C:16]([OH:18])=O)[C:7]3[CH:12]=[N:11][N:10]([CH:13]([CH3:15])[CH3:14])[C:8]=3[N:9]=2)[CH2:3][CH2:2]1.Cl.[NH2:20][CH2:21][C:22]1[C:23](=[O:32])[NH:24][C:25]([CH:29]2[CH2:31][CH2:30]2)=[CH:26][C:27]=1[CH3:28].ON1C2N=CC=CC=2N=N1.C(Cl)CCl.CN1CCOCC1. Product: [CH:1]1([C:4]2[CH:5]=[C:6]([C:16]([NH:20][CH2:21][C:22]3[C:23](=[O:32])[NH:24][C:25]([CH:29]4[CH2:30][CH2:31]4)=[CH:26][C:27]=3[CH3:28])=[O:18])[C:7]3[CH:12]=[N:11][N:10]([CH:13]([CH3:14])[CH3:15])[C:8]=3[N:9]=2)[CH2:2][CH2:3]1. The catalyst class is: 374.